Dataset: Forward reaction prediction with 1.9M reactions from USPTO patents (1976-2016). Task: Predict the product of the given reaction. (1) Given the reactants [CH3:1][C:2]1[C:6](=[O:7])[CH2:5][CH2:4][C:3]=1[NH:8][C:9]1[CH:10]=[C:11]([CH:15]=[CH:16][CH:17]=1)[C:12]([OH:14])=O.CN1CCOCC1.[NH2:25][C:26]1[CH:31]=[CH:30][C:29]([O:32][CH3:33])=[CH:28][CH:27]=1, predict the reaction product. The product is: [CH3:33][O:32][C:29]1[CH:30]=[CH:31][C:26]([NH:25][C:12](=[O:14])[C:11]2[CH:15]=[CH:16][CH:17]=[C:9]([NH:8][C:3]3[CH2:4][CH2:5][C:6](=[O:7])[C:2]=3[CH3:1])[CH:10]=2)=[CH:27][CH:28]=1. (2) Given the reactants Cl[CH2:2][C:3]#[C:4][C:5]1[CH:10]=[CH:9][C:8]([N+:11]([O-:13])=[O:12])=[C:7]([O:14][CH3:15])[CH:6]=1.[CH3:16][N:17]1[CH2:22][CH2:21][NH:20][CH2:19][CH2:18]1, predict the reaction product. The product is: [CH3:16][N:17]1[CH2:22][CH2:21][N:20]([CH2:2][C:3]#[C:4][C:5]2[CH:10]=[CH:9][C:8]([N+:11]([O-:13])=[O:12])=[C:7]([O:14][CH3:15])[CH:6]=2)[CH2:19][CH2:18]1. (3) Given the reactants Br[C:2]1[CH:3]=[C:4]2[C:9](=[CH:10][CH:11]=1)[NH:8][C:7](=[O:12])[CH:6]=[C:5]2[O:13][C:14]1[CH:19]=[CH:18][CH:17]=[CH:16][CH:15]=1.[NH:20]1[CH2:25][CH2:24][O:23][CH2:22][CH2:21]1.[Cl-].C(C1C=CC=C(CCC)C=1[N+]1C=CN(C2C(CCC)=CC=CC=2CCC)C=1)CC.CC(C)([O-])C.[K+], predict the reaction product. The product is: [N:20]1([C:2]2[CH:3]=[C:4]3[C:9](=[CH:10][CH:11]=2)[NH:8][C:7](=[O:12])[CH:6]=[C:5]3[O:13][C:14]2[CH:19]=[CH:18][CH:17]=[CH:16][CH:15]=2)[CH2:25][CH2:24][O:23][CH2:22][CH2:21]1. (4) The product is: [CH3:24][C@@H:21]1[CH2:22][CH2:23][C@H:18]([O:12][C:9]2[CH:10]=[C:11]3[C:6]([CH:5]=[CH:4][CH:3]=[C:2]3[NH2:1])=[CH:7][CH:8]=2)[CH2:19][CH2:20]1. Given the reactants [NH2:1][C:2]1[CH:3]=[CH:4][CH:5]=[C:6]2[C:11]=1[CH:10]=[C:9]([OH:12])[CH:8]=[CH:7]2.CS(O[C@H:18]1[CH2:23][CH2:22][C@H:21]([CH3:24])[CH2:20][CH2:19]1)(=O)=O.C([O-])([O-])=O.[Cs+].[Cs+], predict the reaction product. (5) Given the reactants [CH2:1]([Sn:5]([Cl:11])(Cl)[CH2:6][CH2:7][CH2:8][CH3:9])[CH2:2][CH2:3][CH3:4].O.[NH4+].[Cl-].[CH2:15](Br)[C:16]1[CH:21]=[CH:20][CH:19]=[CH:18][CH:17]=1, predict the reaction product. The product is: [CH2:15]([Sn:5]([Cl:11])([CH2:1][CH2:2][CH2:3][CH3:4])[CH2:6][CH2:7][CH2:8][CH3:9])[C:16]1[CH:21]=[CH:20][CH:19]=[CH:18][CH:17]=1. (6) Given the reactants C[O:2][C:3](=O)[CH3:4].[CH:6]12[CH2:12]C([CH2:10][CH2:11]1)[CH:8]=[CH:7]2.C[O-].[Na+], predict the reaction product. The product is: [C:4]12([CH2:3][OH:2])[CH2:12][CH:6]([CH2:11][CH2:10]1)[CH:7]=[CH:8]2. (7) Given the reactants [Cl:1][C:2]1[CH:7]=[C:6]([O:8][C:9]2[C:18]3[C:13](=[CH:14][C:15]([O:21][CH2:22][CH:23]4[CH2:28][CH2:27][NH:26][CH2:25][CH2:24]4)=[C:16]([C:19]#[N:20])[CH:17]=3)[N:12]=[CH:11][CH:10]=2)[CH:5]=[CH:4][C:3]=1[NH:29][C:30]([NH:32][CH3:33])=[O:31].C=O.[C:36]([BH3-])#N.[Na+].C(=O)(O)[O-].[Na+], predict the reaction product. The product is: [Cl:1][C:2]1[CH:7]=[C:6]([O:8][C:9]2[C:18]3[C:13](=[CH:14][C:15]([O:21][CH2:22][CH:23]4[CH2:24][CH2:25][N:26]([CH3:36])[CH2:27][CH2:28]4)=[C:16]([C:19]#[N:20])[CH:17]=3)[N:12]=[CH:11][CH:10]=2)[CH:5]=[CH:4][C:3]=1[NH:29][C:30]([NH:32][CH3:33])=[O:31].